This data is from Forward reaction prediction with 1.9M reactions from USPTO patents (1976-2016). The task is: Predict the product of the given reaction. (1) The product is: [F:8][C:4]1[N:3]=[C:2]([CH:20]([CH3:21])[C:19]([O:23][CH2:24][CH3:25])=[O:22])[CH:7]=[CH:6][CH:5]=1. Given the reactants F[C:2]1[CH:7]=[CH:6][CH:5]=[C:4]([F:8])[N:3]=1.C[Si]([N-][Si](C)(C)C)(C)C.[K+].[C:19]([O:23][CH2:24][CH3:25])(=[O:22])[CH2:20][CH3:21].C(Cl)Cl, predict the reaction product. (2) Given the reactants [NH2:1][C:2]1[C:7]([CH:8]=[O:9])=[C:6]([CH:10]2[CH2:15][CH2:14][CH2:13][N:12]([C:16]([O:18][C:19]([CH3:22])([CH3:21])[CH3:20])=[O:17])[CH2:11]2)[CH:5]=[C:4]([C:23]2[CH:28]=[CH:27][CH:26]=[CH:25][C:24]=2[OH:29])[N:3]=1.Cl.[C:31]([BH3-])#N.[Na+].C(N(CC)CC)C.C(OC(OC(C)(C)C)=O)(OC(C)(C)C)=O, predict the reaction product. The product is: [NH2:1][C:2]1[C:7]([CH2:8][O:9][CH3:31])=[C:6]([CH:10]2[CH2:15][CH2:14][CH2:13][N:12]([C:16]([O:18][C:19]([CH3:22])([CH3:21])[CH3:20])=[O:17])[CH2:11]2)[CH:5]=[C:4]([C:23]2[CH:28]=[CH:27][CH:26]=[CH:25][C:24]=2[OH:29])[N:3]=1. (3) Given the reactants [Cl:1][C:2]1[CH:3]=[C:4]([NH:9][C:10]([N:12]2[CH2:17][CH2:16][N:15]([C:18]([CH:20]3[CH2:24][CH2:23][N:22](C(OC(C)(C)C)=O)[CH2:21]3)=[O:19])[CH2:14][CH2:13]2)=[O:11])[CH:5]=[CH:6][C:7]=1[Cl:8].C(O)(C(F)(F)F)=O, predict the reaction product. The product is: [Cl:1][C:2]1[CH:3]=[C:4]([NH:9][C:10]([N:12]2[CH2:13][CH2:14][N:15]([C:18]([CH:20]3[CH2:24][CH2:23][NH:22][CH2:21]3)=[O:19])[CH2:16][CH2:17]2)=[O:11])[CH:5]=[CH:6][C:7]=1[Cl:8]. (4) Given the reactants N#N.[N+:3]([C:6]1[NH:10][N:9]=[CH:8][CH:7]=1)([O-:5])=[O:4].C([O-])([O-])=O.[Cs+].[Cs+].Br[CH2:18][CH2:19][CH2:20][CH2:21][C:22](=[O:24])[CH3:23], predict the reaction product. The product is: [N+:3]([C:6]1[CH:7]=[CH:8][N:9]([CH2:18][CH2:19][CH2:20][CH2:21][C:22](=[O:24])[CH3:23])[N:10]=1)([O-:5])=[O:4]. (5) The product is: [C:32]([NH:31][C:28]1[CH:29]=[CH:30][C:25](/[CH:21]=[CH:20]/[C:18]2[CH:17]=[CH:16][C:8]([C:9]([O:11][C:12]([CH3:15])([CH3:13])[CH3:14])=[O:10])=[C:7]([NH:6][C:5]3[CH:22]=[CH:23][C:2]([F:1])=[CH:3][CH:4]=3)[CH:19]=2)=[CH:26][CH:27]=1)(=[O:34])[CH3:33]. Given the reactants [F:1][C:2]1[CH:23]=[CH:22][C:5]([NH:6][C:7]2[CH:19]=[C:18]([CH:20]=[CH2:21])[CH:17]=[CH:16][C:8]=2[C:9]([O:11][C:12]([CH3:15])([CH3:14])[CH3:13])=[O:10])=[CH:4][CH:3]=1.I[C:25]1[CH:30]=[CH:29][C:28]([NH:31][C:32](=[O:34])[CH3:33])=[CH:27][CH:26]=1.C1(CNCC2CCCCC2)CCCCC1.C(O)(=O)CC(CC(O)=O)(C(O)=O)O, predict the reaction product. (6) Given the reactants Cl.[CH:2]1[C:11]2[C:6](=[CH:7][CH:8]=[CH:9][CH:10]=2)[CH:5]=[CH:4][C:3]=1[NH:12][NH2:13].[Cl:14][C:15]1[CH:16]=[C:17]([C:22](=O)[CH2:23][C:24]#[N:25])[CH:18]=[C:19]([Cl:21])[CH:20]=1, predict the reaction product. The product is: [Cl:14][C:15]1[CH:16]=[C:17]([C:22]2[CH:23]=[C:24]([NH2:25])[N:12]([C:3]3[CH:4]=[CH:5][C:6]4[C:11](=[CH:10][CH:9]=[CH:8][CH:7]=4)[CH:2]=3)[N:13]=2)[CH:18]=[C:19]([Cl:21])[CH:20]=1. (7) Given the reactants C([O:3][C:4]([C@@H:6]1[CH2:8][C@H:7]1[C:9]([O:11]CC)=[O:10])=[O:5])C.Cl.[Na+].[Cl-], predict the reaction product. The product is: [C@@H:7]1([C:9]([OH:11])=[O:10])[CH2:8][C@H:6]1[C:4]([OH:5])=[O:3]. (8) The product is: [C:24]([O:28][C:29]([N:13]1[C:14]2[C:19](=[CH:18][CH:17]=[C:16]([Cl:20])[CH:15]=2)/[C:11](=[CH:10]/[C:8]2[CH:9]=[C:4]([C:3]([O:2][CH3:1])=[O:23])[CH:5]=[C:6]([Cl:22])[CH:7]=2)/[C:12]1=[O:21])=[O:30])([CH3:27])([CH3:26])[CH3:25]. Given the reactants [CH3:1][O:2][C:3](=[O:23])[C:4]1[CH:9]=[C:8](/[CH:10]=[C:11]2\[C:12](=[O:21])[NH:13][C:14]3[C:19]\2=[CH:18][CH:17]=[C:16]([Cl:20])[CH:15]=3)[CH:7]=[C:6]([Cl:22])[CH:5]=1.[C:24]([O:28][C:29](O[C:29]([O:28][C:24]([CH3:27])([CH3:26])[CH3:25])=[O:30])=[O:30])([CH3:27])([CH3:26])[CH3:25].C(N(CC)CC)C, predict the reaction product. (9) Given the reactants [Cl:1][C:2]1[C:7]([CH2:8]O)=[CH:6][CH:5]=[CH:4][C:3]=1[OH:10].P(Br)(Br)[Br:12].O, predict the reaction product. The product is: [Br:12][CH2:8][C:7]1[C:2]([Cl:1])=[C:3]([OH:10])[CH:4]=[CH:5][CH:6]=1. (10) Given the reactants C(OC([N:8]1[CH2:13][CH2:12][CH:11]([N:14]([C:35]2[CH:40]=[CH:39][C:38]([O:41][CH3:42])=[CH:37][CH:36]=2)[C:15](=[O:34])[C:16]2[CH:21]=[CH:20][CH:19]=[C:18]([C:22]3[CH:27]=[C:26]([O:28][CH3:29])[C:25]([O:30][CH3:31])=[C:24]([O:32][CH3:33])[CH:23]=3)[CH:17]=2)[CH2:10][CH2:9]1)=O)(C)(C)C.[ClH:43], predict the reaction product. The product is: [ClH:43].[CH3:42][O:41][C:38]1[CH:37]=[CH:36][C:35]([N:14]([CH:11]2[CH2:12][CH2:13][NH:8][CH2:9][CH2:10]2)[C:15](=[O:34])[C:16]2[CH:21]=[CH:20][CH:19]=[C:18]([C:22]3[CH:27]=[C:26]([O:28][CH3:29])[C:25]([O:30][CH3:31])=[C:24]([O:32][CH3:33])[CH:23]=3)[CH:17]=2)=[CH:40][CH:39]=1.